From a dataset of Full USPTO retrosynthesis dataset with 1.9M reactions from patents (1976-2016). Predict the reactants needed to synthesize the given product. (1) Given the product [NH2:18][C@@H:16]([CH3:17])[CH2:15][N:8]1[C:9]2[C:14](=[CH:13][CH:12]=[CH:11][CH:10]=2)[C:6]2[CH:5]=[C:4]([C:2]([NH2:1])=[O:3])[C:27]([NH:28][CH3:29])=[N:26][C:7]1=2, predict the reactants needed to synthesize it. The reactants are: [NH2:1][C:2]([C:4]1[C:27]([NH:28][CH3:29])=[N:26][C:7]2[N:8]([CH2:15][C@@H:16]([NH:18]C(=O)OC(C)(C)C)[CH3:17])[C:9]3[C:14]([C:6]=2[CH:5]=1)=[CH:13][CH:12]=[CH:11][CH:10]=3)=[O:3].C(O)(C(F)(F)F)=O.NC1C(C(N)=O)=CC2C3C(=CC=CC=3)N(C[C@@H](N)C)C=2N=1. (2) Given the product [NH2:8][C:7]1[C:6]([CH3:11])=[CH:5][N:4]=[C:3]([C:12]([O:14][CH2:15][CH3:16])=[O:13])[C:2]=1[CH3:1], predict the reactants needed to synthesize it. The reactants are: [CH3:1][C:2]1[C:3]([C:12]([O:14][CH2:15][CH3:16])=[O:13])=[N:4][CH:5]=[C:6]([CH3:11])[C:7]=1[N+:8]([O-])=O. (3) Given the product [CH2:1]([O:3][C:4]([C:6]1[C:7]([CH3:21])=[N:8][N:9]([C:12]2[CH:17]=[CH:16][CH:15]=[CH:14][C:13]=2[NH2:18])[C:10]=1[CH3:11])=[O:5])[CH3:2], predict the reactants needed to synthesize it. The reactants are: [CH2:1]([O:3][C:4]([C:6]1[C:7]([CH3:21])=[N:8][N:9]([C:12]2[CH:17]=[CH:16][CH:15]=[CH:14][C:13]=2[N+:18]([O-])=O)[C:10]=1[CH3:11])=[O:5])[CH3:2].C(O)C.[H][H]. (4) Given the product [C:4]1([CH2:1][CH:2]=[CH:3][C:11]2[CH:19]=[CH:18][C:14]([C:15]([OH:17])=[O:16])=[CH:13][CH:12]=2)[CH:9]=[CH:8][CH:7]=[CH:6][CH:5]=1.[C:4]1([CH:1]=[CH:2][CH2:3][C:11]2[CH:19]=[CH:18][C:14]([C:15]([OH:17])=[O:16])=[CH:13][CH:12]=2)[CH:9]=[CH:8][CH:7]=[CH:6][CH:5]=1, predict the reactants needed to synthesize it. The reactants are: [CH2:1]([C:4]1[CH:9]=[CH:8][CH:7]=[CH:6][CH:5]=1)[CH:2]=[CH2:3].Br[C:11]1[CH:19]=[CH:18][C:14]([C:15]([OH:17])=[O:16])=[CH:13][CH:12]=1.CCN(CC)CC.C1(P(C2C=CC=CC=2)C2C=CC=CC=2)C=CC=CC=1. (5) Given the product [CH2:15]([O:14][C:12]([C:11]1[C:10](=[O:17])[N:9]([CH2:18][C:19]2[CH:24]=[CH:23][C:22]([F:25])=[C:21]([Cl:26])[CH:20]=2)[CH:4]([C:5]([CH3:7])([CH3:8])[CH3:6])[C:3]=1[OH:2])=[O:13])[CH3:16], predict the reactants needed to synthesize it. The reactants are: C[O:2][C:3](=O)[CH:4]([N:9]([CH2:18][C:19]1[CH:24]=[CH:23][C:22]([F:25])=[C:21]([Cl:26])[CH:20]=1)[C:10](=[O:17])[CH2:11][C:12]([O:14][CH2:15][CH3:16])=[O:13])[C:5]([CH3:8])([CH3:7])[CH3:6].CC[O-].[Na+]. (6) Given the product [Br:1][C:2]1[CH:7]=[CH:6][C:5]([F:8])=[CH:4][C:3]=1[CH2:9][Br:10], predict the reactants needed to synthesize it. The reactants are: [Br:1][C:2]1[CH:7]=[CH:6][C:5]([F:8])=[CH:4][C:3]=1[CH3:9].[Br:10]N1C(=O)CCC1=O.C(OOC(=O)C1C=CC=CC=1)(=O)C1C=CC=CC=1.